Predict the product of the given reaction. From a dataset of Forward reaction prediction with 1.9M reactions from USPTO patents (1976-2016). (1) Given the reactants [CH3:1][NH:2][NH2:3].[Cl:4][C:5]1[CH:10]=[CH:9][C:8]([S:11]([N:14]2[CH:19]3[CH2:20][CH2:21][CH2:22][CH:15]2[C:16](=C(O)C)[C:17](=O)[CH2:18]3)(=[O:13])=[O:12])=[CH:7][CH:6]=1.[F:27][C:28]([F:35])([F:34])[C:29](OCC)=O.C(NC(C)C)(C)C.[Li], predict the reaction product. The product is: [Cl:4][C:5]1[CH:10]=[CH:9][C:8]([S:11]([N:14]2[CH:19]3[CH2:20][CH2:21][CH2:22][CH:15]2[C:16]2[C:29]([C:28]([F:27])([F:34])[F:35])=[N:3][N:2]([CH3:1])[C:17]=2[CH2:18]3)(=[O:13])=[O:12])=[CH:7][CH:6]=1. (2) Given the reactants CC(O)C.C([C@](C(O)=O)(O)[C@](C(=O)C1C=CC=CC=1)(O)C(O)=O)(=O)C1C=CC=CC=1.[O:31]=[C:32]([N:46]1[CH2:51][CH2:50][N:49]2[C:52]([C:55]([F:58])([F:57])[F:56])=[N:53][N:54]=[C:48]2[CH2:47]1)[CH2:33][CH:34]([NH2:45])[CH2:35][C:36]1[CH:41]=[C:40]([F:42])[C:39]([F:43])=[CH:38][C:37]=1[F:44], predict the reaction product. The product is: [O:31]=[C:32]([N:46]1[CH2:51][CH2:50][N:49]2[C:52]([C:55]([F:58])([F:57])[F:56])=[N:53][N:54]=[C:48]2[CH2:47]1)[CH2:33][C@@H:34]([NH2:45])[CH2:35][C:36]1[CH:41]=[C:40]([F:42])[C:39]([F:43])=[CH:38][C:37]=1[F:44].